Dataset: Forward reaction prediction with 1.9M reactions from USPTO patents (1976-2016). Task: Predict the product of the given reaction. (1) Given the reactants [CH3:1][O:2][C:3](=[O:34])[CH:4]([O:29][C:30]([CH3:33])([CH3:32])[CH3:31])[C:5]1[N:6]([CH3:28])[C:7](=[O:27])[C:8]2[C:13]([C:14]=1[C:15]1[C:16]([CH3:25])=[C:17]3[C:22](=[CH:23][CH:24]=1)[O:21][CH2:20][CH2:19][CH2:18]3)=[CH:12][CH:11]=[C:10]([OH:26])[CH:9]=2.C([O-])([O-])=O.[K+].[K+].BrC[CH2:43][CH2:44][OH:45], predict the reaction product. The product is: [CH3:1][O:2][C:3](=[O:34])[CH:4]([O:29][C:30]([CH3:31])([CH3:33])[CH3:32])[C:5]1[N:6]([CH3:28])[C:7](=[O:27])[C:8]2[C:13]([C:14]=1[C:15]1[C:16]([CH3:25])=[C:17]3[C:22](=[CH:23][CH:24]=1)[O:21][CH2:20][CH2:19][CH2:18]3)=[CH:12][CH:11]=[C:10]([O:26][CH2:43][CH2:44][OH:45])[CH:9]=2. (2) Given the reactants C(=O)([O-])[O-].[K+].[K+].[CH2:7]([N:9]=[C:10]=[O:11])[CH3:8].[Cl:12][C:13]1[CH:18]=[C:17]([C:19]([F:22])([F:21])[F:20])[CH:16]=[C:15]([N+:23]([O-:25])=[O:24])[C:14]=1[O:26][C:27]1[CH:31]=[C:30]([CH3:32])[NH:29][N:28]=1.Cl, predict the reaction product. The product is: [CH2:7]([NH:9][C:10]([N:29]1[C:30]([CH3:32])=[CH:31][C:27]([O:26][C:14]2[C:15]([N+:23]([O-:25])=[O:24])=[CH:16][C:17]([C:19]([F:20])([F:21])[F:22])=[CH:18][C:13]=2[Cl:12])=[N:28]1)=[O:11])[CH3:8]. (3) Given the reactants [F:1][C:2]1[CH:3]=[C:4]([CH:36]=[CH:37][C:38]=1[OH:39])[C:5]([N:7]([CH:33]([CH3:35])[CH3:34])[C:8]1[CH:13]=[C:12]([O:14][CH3:15])[CH:11]=[CH:10][C:9]=1[CH:16]1[CH2:25][CH2:24][C:23]2[CH:22]=[C:21]([O:26]C(=O)C(C)(C)C)[CH:20]=[CH:19][C:18]=2[CH2:17]1)=O.ClCC(N([CH:46]1[CH2:51][CH2:50][CH2:49][CH2:48][CH2:47]1)C)=O, predict the reaction product. The product is: [CH:46]1([CH2:8][NH:7][CH2:5][CH2:4][O:39][C:38]2[CH:37]=[CH:36][C:4]([CH2:5][N:7]([CH:33]([CH3:35])[CH3:34])[C:8]3[CH:13]=[C:12]([O:14][CH3:15])[CH:11]=[CH:10][C:9]=3[CH:16]3[CH2:25][CH2:24][C:23]4[CH:22]=[C:21]([OH:26])[CH:20]=[CH:19][C:18]=4[CH2:17]3)=[CH:3][C:2]=2[F:1])[CH2:47][CH2:48][CH2:49][CH2:50][CH2:51]1. (4) Given the reactants Cl.[CH3:2][O:3][C:4]([C:6]12[CH2:15][CH:10]3[CH2:11][CH:12]([CH2:14][C:8]([NH2:16])([CH2:9]3)[CH2:7]1)[CH2:13]2)=[O:5].C(N(CC)CC)C.Cl.[N:25]1[CH:30]=[CH:29][CH:28]=[CH:27][C:26]=1[C:31](Cl)=[O:32].C(=O)(O)[O-].[Na+], predict the reaction product. The product is: [CH3:2][O:3][C:4]([C:6]12[CH2:15][CH:10]3[CH2:11][CH:12]([CH2:14][C:8]([NH:16][C:31]([C:26]4[CH:27]=[CH:28][CH:29]=[CH:30][N:25]=4)=[O:32])([CH2:9]3)[CH2:7]1)[CH2:13]2)=[O:5]. (5) Given the reactants [O:1]1[C:5]2([CH2:10][CH2:9][CH:8]([OH:11])[CH2:7][CH2:6]2)CCO1.[H-].[Na+].[CH2:14]([O:21][C:22]1[C:31]2[C:26](=[CH:27][C:28](F)=[C:29]([Cl:32])[CH:30]=2)[CH:25]=[CH:24][N:23]=1)[C:15]1[CH:20]=[CH:19][CH:18]=[CH:17][CH:16]=1.[CH3:34][C:35](N(C)C)=[O:36], predict the reaction product. The product is: [CH2:14]([O:21][C:22]1[C:31]2[C:26](=[CH:27][C:28]([O:11][CH:8]3[CH2:7][CH2:6][C:5]4([O:1][CH2:34][CH2:35][O:36]4)[CH2:10][CH2:9]3)=[C:29]([Cl:32])[CH:30]=2)[CH:25]=[CH:24][N:23]=1)[C:15]1[CH:20]=[CH:19][CH:18]=[CH:17][CH:16]=1. (6) Given the reactants [NH2:1][C:2]1[C:3]([Cl:25])=[N:4][C:5]2[C:10]([C:11]=1[NH:12][CH2:13][C:14]([NH:17][C:18](=[O:24])[O:19]C(C)(C)C)([CH3:16])[CH3:15])=[CH:9][CH:8]=[CH:7][CH:6]=2.[C:26]([O:29][CH2:30][C:31](Cl)=[O:32])(=[O:28])[CH3:27], predict the reaction product. The product is: [ClH:25].[C:26]([O:29][CH2:30][C:31]([NH:1][C:2]1[C:3]([Cl:25])=[N:4][C:5]2[C:10]([C:11]=1[NH:12][CH2:13][C:14]([NH:17][C:18](=[O:24])[OH:19])([CH3:15])[CH3:16])=[CH:9][CH:8]=[CH:7][CH:6]=2)=[O:32])(=[O:28])[CH3:27]. (7) Given the reactants [Cl:1][C:2]1[C:7]([Cl:8])=[C:6]([S:9](=[O:19])(=[O:18])[NH:10][C@@H:11]([CH2:16][CH3:17])[C:12]([F:15])([F:14])[F:13])[CH:5]=[CH:4][C:3]=1[C:20]1[S:24][C:23]([C:25]2[N:29]=[C:28]([CH2:30][C:31]([CH3:37])([CH3:36])[C:32]([O:34][CH3:35])=[O:33])[O:27][N:26]=2)=[N:22][C:21]=1[CH2:38][OH:39].C[C:41]1(C)[N:46]([O])[C:45](C)([CH3:48])[CH2:44][CH2:43][CH2:42]1.C(O)(=O)C.C(O)(=O)C.IC1C=CC=CC=1.C[C@H]1CCCCN1.CN(C(ON1N=NC2C=CC=NC1=2)=[N+](C)C)C.F[P-](F)(F)(F)(F)F.CCN(C(C)C)C(C)C, predict the reaction product. The product is: [Cl:1][C:2]1[C:7]([Cl:8])=[C:6]([S:9](=[O:18])(=[O:19])[NH:10][C@@H:11]([CH2:16][CH3:17])[C:12]([F:14])([F:13])[F:15])[CH:5]=[CH:4][C:3]=1[C:20]1[S:24][C:23]([C:25]2[N:29]=[C:28]([CH2:30][C:31]([CH3:36])([CH3:37])[C:32]([O:34][CH3:35])=[O:33])[O:27][N:26]=2)=[N:22][C:21]=1[C:38]([N:46]1[CH2:41][CH2:42][CH2:43][CH2:44][C@@H:45]1[CH3:48])=[O:39]. (8) Given the reactants [CH3:1][S:2](Cl)(=[O:4])=[O:3].Cl.[NH2:7][CH:8]1[CH2:13][CH2:12][C:11](=[O:14])[CH2:10][CH2:9]1.C([O-])([O-])=O.[K+].[K+], predict the reaction product. The product is: [O:14]=[C:11]1[CH2:12][CH2:13][CH:8]([NH:7][S:2]([CH3:1])(=[O:4])=[O:3])[CH2:9][CH2:10]1.